Dataset: Full USPTO retrosynthesis dataset with 1.9M reactions from patents (1976-2016). Task: Predict the reactants needed to synthesize the given product. (1) Given the product [Cl:3][C:4]1[CH:9]=[C:8]([C:10]([F:13])([F:11])[F:12])[CH:7]=[C:6]([Cl:14])[C:5]=1[N:15]1[C:19]([NH:20][CH2:30][CH2:29][S:28][CH3:27])=[C:18]([S:21]([CH2:23][CH3:24])=[O:22])[C:17]([C:25]#[N:26])=[N:16]1, predict the reactants needed to synthesize it. The reactants are: [H-].[K+].[Cl:3][C:4]1[CH:9]=[C:8]([C:10]([F:13])([F:12])[F:11])[CH:7]=[C:6]([Cl:14])[C:5]=1[N:15]1[C:19]([NH2:20])=[C:18]([S:21]([CH2:23][CH3:24])=[O:22])[C:17]([C:25]#[N:26])=[N:16]1.[CH3:27][S:28][CH2:29][CH2:30]Cl.[Cl-].[NH4+]. (2) The reactants are: [N:1]1[C:10]2[C:5](=[CH:6][CH:7]=[CH:8][CH:9]=2)[CH:4]=[C:3](B(O)O)[CH:2]=1.CCCCCCCC([C:23]([NH3+:42])([C:33]([CH2:35][CH2:36][CH2:37][CH2:38][CH2:39][CH2:40][CH3:41])=O)C(CCCCCCC)=O)=O.[Cl-].COC1C=CC=CC=1P(C1C=CC=CC=1OC)C1C=CC=CC=1OC.O.C(=O)([O-])[O-].[Na+].[Na+].Br[C:77]1[CH:78]=[C:79]2[C:91]3=[C:92]4[C:82](=[CH:83][C:84](Br)=[CH:85][C:86]4=[CH:87][CH:88]=[C:89]3[CH:90]=1)[CH:81]=[CH:80]2. Given the product [N:1]1[C:10]2[C:5](=[CH:6][CH:7]=[CH:8][CH:9]=2)[CH:4]=[C:3]([C:90]2[C:89]3[C:91]4=[C:92]5[C:86](=[CH:87][CH:88]=3)[CH:85]=[CH:84][C:83]([C:40]3[CH:41]=[N:42][C:23]6[C:38]([CH:39]=3)=[CH:37][CH:36]=[CH:35][CH:33]=6)=[C:82]5[CH:81]=[CH:80][C:79]4=[CH:78][CH:77]=2)[CH:2]=1, predict the reactants needed to synthesize it. (3) The reactants are: [C:1]([O:6][CH2:7][CH2:8][N:9]([CH3:11])[CH3:10])(=[O:5])[C:2]([CH3:4])=[CH2:3].[C:12]([OH:16])(=[O:15])[CH:13]=[CH2:14]. Given the product [C:1]([O:6][CH2:7][CH2:8][N:9]([CH3:11])[CH3:10])(=[O:5])[C:2]([CH3:4])=[CH2:3].[C:12]([OH:16])(=[O:15])[CH:13]=[CH2:14], predict the reactants needed to synthesize it. (4) Given the product [CH2:32]([N:16]1[CH2:17][CH2:18][CH:13]([C:10]2[NH:11][CH:12]=[C:8]([C:5]3[CH:6]=[CH:7][C:2]([C:19]4[CH:20]=[CH:21][CH:22]=[CH:23][CH:24]=4)=[CH:3][CH:4]=3)[N:9]=2)[CH2:14][CH2:15]1)[C:33]1[CH:38]=[CH:37][CH:36]=[CH:35][CH:34]=1, predict the reactants needed to synthesize it. The reactants are: Cl.[C:2]1([C:19]2[CH:24]=[CH:23][CH:22]=[CH:21][CH:20]=2)[CH:7]=[CH:6][C:5]([C:8]2[N:9]=[C:10]([CH:13]3[CH2:18][CH2:17][NH:16][CH2:15][CH2:14]3)[NH:11][CH:12]=2)=[CH:4][CH:3]=1.C(N(CC)CC)C.[CH2:32](Br)[C:33]1[CH:38]=[CH:37][CH:36]=[CH:35][CH:34]=1. (5) Given the product [F:26][C:27]([F:40])([F:39])[S:28]([O:18][C:5]1[CH:4]=[CH:3][C:2]([F:1])=[C:7]([NH:8][CH2:9][C:10]2([O:16][CH3:17])[CH2:11][CH2:12][O:13][CH2:14][CH2:15]2)[N:6]=1)(=[O:30])=[O:29], predict the reactants needed to synthesize it. The reactants are: [F:1][C:2]1[CH:3]=[CH:4][C:5]([OH:18])=[N:6][C:7]=1[NH:8][CH2:9][C:10]1([O:16][CH3:17])[CH2:15][CH2:14][O:13][CH2:12][CH2:11]1.C(N(CC)CC)C.[F:26][C:27]([F:40])([F:39])[S:28](O[S:28]([C:27]([F:40])([F:39])[F:26])(=[O:30])=[O:29])(=[O:30])=[O:29].C(=O)(O)[O-].[Na+]. (6) Given the product [Cl:7][C:8]1[C:9]([C:24]2[N:28]=[C:27]([C:29]3[N:30]=[C:31]4[C:36]([Cl:37])=[CH:35][C:34]([CH2:2][CH:3]([CH3:5])[CH3:4])=[CH:33][N:32]4[CH:39]=3)[O:26][N:25]=2)=[CH:10][C:11]([F:23])=[C:12]([CH2:14][CH2:15][C:16]([O:18][C:19]([CH3:22])([CH3:21])[CH3:20])=[O:17])[CH:13]=1, predict the reactants needed to synthesize it. The reactants are: [Br-].[CH2:2]([Zn+])[CH:3]([CH3:5])[CH3:4].[Cl:7][C:8]1[C:9]([C:24]2[N:28]=[C:27]([C:29]3[N:30]=[C:31]4[C:36]([Cl:37])=[CH:35][C:34](I)=[CH:33][N:32]4[CH:39]=3)[O:26][N:25]=2)=[CH:10][C:11]([F:23])=[C:12]([CH2:14][CH2:15][C:16]([O:18][C:19]([CH3:22])([CH3:21])[CH3:20])=[O:17])[CH:13]=1.C1COCC1. (7) Given the product [OH:15][CH:14]([C:5]1[C:6]2[S:10][CH:9]=[CH:8][C:7]=2[C:2]([OH:1])=[CH:3][CH:4]=1)[C:13]([O-:17])=[O:16].[CH2:28]([NH+:23]([CH2:19][CH2:20][CH2:21][CH3:22])[CH2:24][CH2:25][CH2:26][CH3:27])[CH2:29][CH2:30][CH3:31], predict the reactants needed to synthesize it. The reactants are: [OH:1][C:2]1[C:7]2[CH:8]=[CH:9][S:10][C:6]=2[CH:5]=[CH:4][CH:3]=1.[OH-].[K+].[C:13]([OH:17])(=[O:16])[CH:14]=[O:15].Cl.[CH2:19]([N:23]([CH2:28][CH2:29][CH2:30][CH3:31])[CH2:24][CH2:25][CH2:26][CH3:27])[CH2:20][CH2:21][CH3:22]. (8) Given the product [F:1][C:2]1[CH:3]=[C:4]([C:5]([N:34]2[CH2:38][CH2:37][CH2:36][CH2:35]2)=[O:6])[CH:8]=[CH:9][C:10]=1[O:11][C:12]1[CH:17]=[C:16]([C:18]2[NH:19][C:20]([C:23]3[S:24][CH:25]=[CH:26][N:27]=3)=[CH:21][CH:22]=2)[CH:15]=[C:14]([O:28][C@@H:29]([CH3:33])[CH2:30][O:31][CH3:32])[CH:13]=1, predict the reactants needed to synthesize it. The reactants are: [F:1][C:2]1[CH:3]=[C:4]([CH:8]=[CH:9][C:10]=1[O:11][C:12]1[CH:17]=[C:16]([C:18]2[NH:19][C:20]([C:23]3[S:24][CH:25]=[CH:26][N:27]=3)=[CH:21][CH:22]=2)[CH:15]=[C:14]([O:28][C@@H:29]([CH3:33])[CH2:30][O:31][CH3:32])[CH:13]=1)[C:5](O)=[O:6].[NH:34]1[CH2:38][CH2:37][CH2:36][CH2:35]1.CN(C(ON1N=NC2C=CC=NC1=2)=[N+](C)C)C.F[P-](F)(F)(F)(F)F.C(N(CC)C(C)C)(C)C. (9) Given the product [F:20][C:21]1[CH:29]=[C:28]2[C:24]([CH2:25][CH2:26][N:27]2[C:16](=[O:18])[CH2:15][C:3]2[N:2]([CH3:1])[C:7](=[O:8])[CH:6]=[C:5]([N:9]3[CH2:10][CH2:11][O:12][CH2:13][CH2:14]3)[N:4]=2)=[CH:23][CH:22]=1, predict the reactants needed to synthesize it. The reactants are: [CH3:1][N:2]1[C:7](=[O:8])[CH:6]=[C:5]([N:9]2[CH2:14][CH2:13][O:12][CH2:11][CH2:10]2)[N:4]=[C:3]1[CH2:15][C:16]([O-:18])=O.[Na+].[F:20][C:21]1[CH:29]=[C:28]2[C:24]([CH2:25][CH2:26][NH:27]2)=[CH:23][CH:22]=1.Cl.CN(C)CCCN=C=NCC. (10) Given the product [Cl:1][C:2]1[C:3](/[C:4](/[OH:6])=[CH:26]\[C:24]2[CH:23]=[CH:22][N:21]=[C:20]([Cl:19])[N:25]=2)=[CH:8][CH:9]=[CH:10][C:11]=1[NH:12][C:13](=[O:14])[O:15][CH2:16][CH:17]=[CH2:18], predict the reactants needed to synthesize it. The reactants are: [Cl:1][C:2]1[C:11]([NH:12][C:13]([O:15][CH2:16][CH:17]=[CH2:18])=[O:14])=[CH:10][CH:9]=[CH:8][C:3]=1[C:4]([O:6]C)=O.[Cl:19][C:20]1[N:25]=[C:24]([CH3:26])[CH:23]=[CH:22][N:21]=1.